This data is from Experimentally validated miRNA-target interactions with 360,000+ pairs, plus equal number of negative samples. The task is: Binary Classification. Given a miRNA mature sequence and a target amino acid sequence, predict their likelihood of interaction. (1) The miRNA is ssc-miR-296-3p with sequence AGGGUUGGGCGGAGGCUUUCC. The protein sequence of the target gene is MSKPPDLLLRLLRGAPRQRVCTLFIIGFKFTFFVSIMIYWHVVGEPKEKGQLYNLPAEIPCPTLTPPTPPSHGPTPGNIFFLETSDRTNPNFLFMCSVESAARTHPESHVLVLMKGLPGGNASLPRHLGISLLSCFPNVQMLPLDLRELFRDTPLADWYAAVQGRWEPYLLPVLSDASRIALMWKFGGIYLDTDFIVLKNLRNLTNVLGTQSRYVLNGAFLAFERRHEFMALCMRDFVDHYNGWIWGHQGPQLLTRVFKKWCSIRSLAESRACRGVTTLPPEAFYPIPWQDWKKYFEDIN.... Result: 0 (no interaction). (2) The miRNA is rno-miR-208b-3p with sequence AUAAGACGAACAAAAGGU. The protein sequence of the target gene is MPASAARPRPGPGQPTASPFPLLLLAVLSGPVSGRVPRSVPRTSLPISEADSCLTRFAVPHTYNYSVLLVDPASHTLYVGARDTIFALSLPFSGERPRRIDWMVPEAHRQNCRKKGKKEDECHNFVQILAIANASHLLTCGTFAFDPKCGVIDVSRFQQVERLESGRGKCPFEPAQRSAAVMAGGVLYAATVKNYLGTEPIITRAVGRAEDWIRTDTLPSWLNAPAFVAAVALSPAEWGDEDGDDEIYFFFTETSRAFDSYERIKVPRVARVCAGDLGGRKTLQQRWTTFLKADLLCPGP.... Result: 0 (no interaction). (3) Result: 1 (interaction). The protein sequence of the target gene is MEEHGVTQTEHMATIEAHAVAQQVQQVHVATYTEHSMLSADEDSPSSPEDTSYDDSDILNSTAADEVTAHLAAAGPVGMAAAAAVATGKKRKRPHVFESNPSIRKRQQTRLLRKLRATLDEYTTRVGQQAIVLCISPSKPNPVFKVFGAAPLENVVRKYKSMILEDLESALAEHAPAPQEVNSELPPLTIDGIPVSVDKMTQAQLRAFIPEMLKYSTGRGKPGWGKESCKPIWWPEDIPWANVRSDVRTEEQKQRVSWTQALRTIVKNCYKQHGREDLLYAFEDQQTQTQATTTHSIAHL.... The miRNA is mmu-miR-466e-3p with sequence UAUACAUACACGCACACAUAAGA. (4) The miRNA is hsa-miR-34c-5p with sequence AGGCAGUGUAGUUAGCUGAUUGC. The protein sequence of the target gene is MDTVCIAVVGAGVIGLSTAACISQLVPGCTVTVISDRFTPDTTSNVAAGMLIPHTCADTPVPTQKRWFRETFEHLSEIAKSAEAADAGVHLVSGWQIFRSVPAEEVPFWADVVLGFRKMTEAELKRFPQYVFGQAFTTLKCETSAYLPWLERRIKGSGGLLLTRRIEDLWELQPSFDIVVNCSGLGSRRLVGDPMISPVRGQVLQARAPWVKHFIRDGGGLTYVYPGMSYVTLGGTRQKGDWNRSPDAELSREIFSRCCTLEPSLHRAYDIKEKVGLRPSRPGVRLQKEILVRGQQTLPV.... Result: 0 (no interaction). (5) The miRNA is hsa-let-7f-5p with sequence UGAGGUAGUAGAUUGUAUAGUU. The protein sequence of the target gene is MPKFYCDYCDTYLTHDSPSVRKTHCSGRKHKENVKDYYQKWMEEQAQSLIDKTTAAFQQGKIPPTPFSAPPPAGAMIPPPPSLPGPPRPGMMPAPHMGGPPMMPMMGPPPPGMMPVGPAPGMRPPMGGHMPMMPGPPMMRPPARPMMVPTRPGMTRPDR. Result: 1 (interaction). (6) The miRNA is hsa-miR-4746-3p with sequence AGCGGUGCUCCUGCGGGCCGA. The protein sequence of the target gene is MEFVMKQALGGATKDMGKMLGGDEEKDPDAAKKEEERQEALRQAEEERKAKYAKMEAEREVMRQGIRDKYGIKKKEEREAEAQAAMEANSEGSLTRPKKAIPPGCGDEPEEEDESILDTVIKYLPGPLQDMFKK. Result: 0 (no interaction).